From a dataset of Drug-target binding data from BindingDB using Kd measurements. Regression. Given a target protein amino acid sequence and a drug SMILES string, predict the binding affinity score between them. We predict pKd (pKd = -log10(Kd in M); higher means stronger binding). Dataset: bindingdb_kd. (1) The drug is CN1CCN(c2ccc3nc(-c4c(N)c5c(F)cccc5[nH]c4=O)[nH]c3c2)CC1. The target protein (Q8N568) has sequence MASTRSIELEHFEERDKRPRPGSRRGAPSSSGGSSSSGPKGNGLIPSPAHSAHCSFYRTRTLQALSSEKKAKKARFYRNGDRYFKGLVFAISSDRFRSFDALLIELTRSLSDNVNLPQGVRTIYTIDGSRKVTSLDELLEGESYVCASNEPFRKVDYTKNINPNWSVNIKGGTSRALAAASSVKSEVKESKDFIKPKLVTVIRSGVKPRKAVRILLNKKTAHSFEQVLTDITEAIKLDSGVVKRLCTLDGKQVTCLQDFFGDDDVFIACGPEKFRYAQDDFVLDHSECRVLKSSYSRSSAVKYSGSKSPGPSRRSKSPASVNGTPSSQLSTPKSTKSSSSSPTSPGSFRGLKQISAHGRSSSNVNGGPELDRCISPEGVNGNRCSESSTLLEKYKIGKVIGDGNFAVVKECIDRSTGKEFALKIIDKAKCCGKEHLIENEVSILRRVKHPNIIMLVEEMETATELFLVMELVKGGDLFDAITSSTKYTERDGSAMVYNLA.... The pKd is 5.0. (2) The drug is CC1=C(C(C)C)/C(=C/C(C)=C/C=C/C(C)=C/C(=O)O)CCC1. The target protein (P22935) has sequence MPNFSGNWKIIRSENFEEMLKALGVNMMMRKIAVAAASKPAVEIKQENDTFYIKTSTTVRTTEINFKIGEEFEEQTVDGRPCKSLVKWESGNKMVCEQRLLKGEGPKTSWSRELTNDGELILTMTADDVVCTRVYVRE. The pKd is 7.8. (3) The small molecule is c1ccc2c(c1)CCNC2. The target protein (P16070) has sequence MDKFWWHAAWGLCLVPLSLAQIDLNITCRFAGVFHVEKNGRYSISRTEAADLCKAFNSTLPTMAQMEKALSIGFETCRYGFIEGHVVIPRIHPNSICAANNTGVYILTSNTSQYDTYCFNASAPPEEDCTSVTDLPNAFDGPITITIVNRDGTRYVQKGEYRTNPEDIYPSNPTDDDVSSGSSSERSSTSGGYIFYTFSTVHPIPDEDSPWITDSTDRIPATTLMSTSATATETATKRQETWDWFSWLFLPSESKNHLHTTTQMAGTSSNTISAGWEPNEENEDERDRHLSFSGSGIDDDEDFISSTISTTPRAFDHTKQNQDWTQWNPSHSNPEVLLQTTTRMTDVDRNGTTAYEGNWNPEAHPPLIHHEHHEEEETPHSTSTIQATPSSTTEETATQKEQWFGNRWHEGYRQTPKEDSHSTTGTAAASAHTSHPMQGRTTPSPEDSSWTDFFNPISHPMGRGHQAGRRMDMDSSHSITLQPTANPNTGLVEDLDRTGP.... The pKd is 2.2. (4) The small molecule is O=S(=O)(O)c1cc(N=C=S)ccc1/C=C/c1ccc(N=C=S)cc1S(=O)(=O)O. The target protein (O60671) has sequence MPLLTQQIQDEDDQYSLVASLDNVRNLSTILKAIHFREHATCFATKNGIKVTVENAKCVQANAFIQAGIFQEFKVQEESVTFRINLTVLLDCLSIFGSSPMPGTLTALRMCYQGYGYPLMLFLEEGGVVTVCKINTQEPEETLDFDFCSTNVINKIILQSEGLREAFSELDMTSEVLQITMSPDKPYFRLSTFGNAGSSHLDYPKDSDLMEAFHCNQTQVNRYKISLLKPSTKALVLSCKVSIRTDNRGFLSLQYMIRNEDGQICFVEYYCCPDEEVPESES. The pKd is 5.7. (5) The compound is CC1=C(/C=C/C(C)=C\C=C\C(C)=C\C(=O)O)C(C)(C)CCC1. The target protein (P62965) has sequence MPNFAGTWKMRSSENFDELLKALGVNAMLRKVAVAAASKPHVEIRQDGDQFYIKTSTTVRTTEINFKVGEGFEEETVDGRKCRSLPTWENENKIHCTQTLLEGDGPKTYWTRELANDELILTFGADDVVCTRIYVRE. The pKd is 6.7. (6) The drug is O=C(COc1ccc(C(=O)c2ccccc2)cc1)NC1CCN(Cc2ccccc2)CC1. The target protein (Q86V24) has sequence MNEPTENRLGCSRTPEPDIRLRKGHQLDGTRRGDNDSHQGDLEPILEASVLSSHHKKSSEEHEYSDEAPQEDEGFMGMSPLLQAHHAMEKMEEFVCKVWEGRWRVIPHDVLPDWLKDNDFLLHGHRPPMPSFRACFKSIFRIHTETGNIWTHLLGCVFFLCLGIFYMFRPNISFVAPLQEKVVFGLFFLGAILCLSFSWLFHTVYCHSEGVSRLFSKLDYSGIALLIMGSFVPWLYYSFYCNPQPCFIYLIVICVLGIAAIIVSQWDMFATPQYRGVRAGVFLGLGLSGIIPTLHYVISEGFLKAATIGQIGWLMLMASLYITGAALYAARIPERFFPGKCDIWFHSHQLFHIFVVAGAFVHFHGVSNLQEFRFMIGGGCSEEDAL. The pKd is 5.5. (7) The drug is Nc1ccn([C@@H]2O[C@H](COP(=O)(O)OP(=O)(O)O)[C@@H](O)[C@H]2O)c(=O)n1. The target protein (Q63T71) has sequence MDFRIGQGYDVHQLVPGRPLIIGGVTIPYERGLLGHSDADVLLHAITDALFGAAALGDIGRHFSDTDPRFKGADSRALLRECASRVAQAGFAIRNVDSTIIAQAPKLAPHIDAMRANIAADLDLPLDRVNVKAKTNEKLGYLGRGEGIEAQAAALVVREAAA. The pKd is 4.1. (8) The drug is COc1cc2c(cc1OC)C1CC(=O)C(CC(C)C)CN1CC2. The target protein sequence is MALSDLVLLRWLRDSRHSRKLILFIVFLALLLDNMLLTVVVPIIPSYLYSIKHEKNSTEIQTTRPELVVSTSESIFSYYNNSTVLITGNATGTLPGGQSHKATSTQHTVANTTVPSDCPSEDRDLLNENVQAGLLFASKATVQLLTNPFIGLLTNRIGYPIPMFAGFCIMFISTVMFAFSSSYAFLLIARSLQGIGSSCSSVAGMGMLASVYTDDEERGKPMGIALGGLAMGVLVGPPFGSVLYEFVGKTAPFLVLAALVLLDGAIQLFVLQPSRVQPESQKGTPLTTLLKDPYILIAAGSICFANMGIAMLEPALPIWMMETMCSRKWQLGVAFLPASISYLIGTNIFGILAHKMGRWLCALLGMVIVGISILCIPFAKNIYGLIAPNFGVGFAIGMVDSSMMPIMGYLVDLRHVSVYGSVYAIADVAFCMGYAIGPSAGGAIAKAIGFPWLMTIIGIIDIAFAPLCFFLRSPPAKEEKMAILMDHNCPIKRKMYTQNN.... The pKd is 7.2.